Predict which catalyst facilitates the given reaction. From a dataset of Catalyst prediction with 721,799 reactions and 888 catalyst types from USPTO. Reactant: [CH2:1]([O:8][C:9]([N:11]1[CH2:17][CH2:16][C:15](=[O:18])[N:14]([CH:19]([C:30]([O:32][CH3:33])=[O:31])[CH2:20][CH2:21][O:22][Si](C(C)(C)C)(C)C)[CH2:13][CH2:12]1)=[O:10])[C:2]1[CH:7]=[CH:6][CH:5]=[CH:4][CH:3]=1.C1(C)C=CC=CC=1.B(Cl)(Cl)Cl. Product: [CH2:1]([O:8][C:9]([N:11]1[CH2:17][CH2:16][C:15](=[O:18])[N:14]([CH:19]([C:30]([O:32][CH3:33])=[O:31])[CH2:20][CH2:21][OH:22])[CH2:13][CH2:12]1)=[O:10])[C:2]1[CH:3]=[CH:4][CH:5]=[CH:6][CH:7]=1. The catalyst class is: 4.